Dataset: Forward reaction prediction with 1.9M reactions from USPTO patents (1976-2016). Task: Predict the product of the given reaction. (1) Given the reactants [F:1][C:2]1[CH:3]=[C:4]([C:13]2[S:14][C:15]([C:18]3[CH:23]=[CH:22][C:21]([O:24][CH:25]([CH3:27])[CH3:26])=[C:20]([C:28]([F:31])([F:30])[F:29])[CH:19]=3)=[N:16][N:17]=2)[C:5]([O:11][CH3:12])=[C:6]([CH2:8][CH:9]=O)[CH:7]=1.[NH:32]1[CH2:35][CH:34]([C:36]([OH:38])=[O:37])[CH2:33]1.CC(O)=O.C(O[BH-](OC(=O)C)OC(=O)C)(=O)C.[Na+], predict the reaction product. The product is: [F:1][C:2]1[CH:3]=[C:4]([C:13]2[S:14][C:15]([C:18]3[CH:23]=[CH:22][C:21]([O:24][CH:25]([CH3:26])[CH3:27])=[C:20]([C:28]([F:29])([F:30])[F:31])[CH:19]=3)=[N:16][N:17]=2)[C:5]([O:11][CH3:12])=[C:6]([CH2:8][CH2:9][N:32]2[CH2:35][CH:34]([C:36]([OH:38])=[O:37])[CH2:33]2)[CH:7]=1. (2) Given the reactants [O:1]1[C:5]2[CH:6]=[CH:7][CH:8]=[CH:9][C:4]=2[C:3]([CH2:10][C:11]([N:13]2[CH2:18][CH2:17][CH:16]([NH:19][CH3:20])[CH2:15][CH2:14]2)=O)=[CH:2]1.[H-].[H-].[H-].[H-].[Li+].[Al+3].O.[OH-].[Na+], predict the reaction product. The product is: [O:1]1[C:5]2[CH:6]=[CH:7][CH:8]=[CH:9][C:4]=2[C:3]([CH2:10][CH2:11][N:13]2[CH2:14][CH2:15][CH:16]([NH:19][CH3:20])[CH2:17][CH2:18]2)=[CH:2]1. (3) Given the reactants [C:1]([C:4]1[CH:5]=[C:6]([NH:11][CH:12]([C:16]2[CH:21]=[CH:20][C:19]([O:22][CH3:23])=[C:18]([O:24][CH3:25])[CH:17]=2)[C:13]([OH:15])=[O:14])[CH:7]=[CH:8][C:9]=1F)(=[O:3])[NH2:2].NC1C=C2C(=CC=1)[C:33](=[O:37])[NH:32]NC2=O.COC1C=C(B(O)O)C=CC=1OC.O.C(O)(=O)C=O, predict the reaction product. The product is: [CH3:25][O:24][C:18]1[CH:17]=[C:16]([CH:12]([NH:11][C:6]2[CH:5]=[C:4]3[C:9](=[CH:8][CH:7]=2)[C:33](=[O:37])[NH:32][NH:2][C:1]3=[O:3])[C:13]([OH:15])=[O:14])[CH:21]=[CH:20][C:19]=1[O:22][CH3:23]. (4) Given the reactants [NH:1]([C:3]1[S:4][C:5]2[CH:11]=[C:10]([O:12][CH3:13])[CH:9]=[CH:8][C:6]=2[N:7]=1)[NH2:2].O=[C:15]1[CH2:24][CH2:23][C:22]2[C:17](=[CH:18][CH:19]=[CH:20][CH:21]=2)[CH:16]1[C:25](OCC)=[O:26], predict the reaction product. The product is: [CH3:13][O:12][C:10]1[CH:9]=[CH:8][C:6]2[N:7]=[C:3]([N:1]3[C:25]([OH:26])=[C:16]4[C:15]([CH2:24][CH2:23][C:22]5[CH:21]=[CH:20][CH:19]=[CH:18][C:17]=54)=[N:2]3)[S:4][C:5]=2[CH:11]=1. (5) Given the reactants [CH3:1][O:2][C:3]1[CH:4]=[C:5]([CH:7]=[C:8]([C:10]#[C:11][Si](C(C)C)(C(C)C)C(C)C)[CH:9]=1)[NH2:6].CCCC[N+](CCCC)(CCCC)CCCC.[F-], predict the reaction product. The product is: [C:10]([C:8]1[CH:7]=[C:5]([CH:4]=[C:3]([O:2][CH3:1])[CH:9]=1)[NH2:6])#[CH:11]. (6) Given the reactants [Cl:1][C:2]1[CH:3]=[C:4]([C:12]2[O:16][N:15]=[C:14]([C:17]3[CH:18]=[CH:19][CH:20]=[C:21]4[C:25]=3[N:24]([CH3:26])[CH:23]=[C:22]4[CH2:27][CH2:28][OH:29])[N:13]=2)[CH:5]=[CH:6][C:7]=1[O:8][CH:9]([CH3:11])[CH3:10].CCN(CC)CC.[CH3:37][C:38]1[CH:43]=[CH:42][C:41]([S:44](Cl)(=[O:46])=[O:45])=[CH:40][CH:39]=1, predict the reaction product. The product is: [CH3:37][C:38]1[CH:43]=[CH:42][C:41]([S:44]([O:29][CH2:28][CH2:27][C:22]2[C:21]3[C:25](=[C:17]([C:14]4[N:13]=[C:12]([C:4]5[CH:5]=[CH:6][C:7]([O:8][CH:9]([CH3:10])[CH3:11])=[C:2]([Cl:1])[CH:3]=5)[O:16][N:15]=4)[CH:18]=[CH:19][CH:20]=3)[N:24]([CH3:26])[CH:23]=2)(=[O:46])=[O:45])=[CH:40][CH:39]=1. (7) Given the reactants Cl[C:2]1[CH:11]=[CH:10][N:9]=[C:8]2[C:3]=1[CH:4]=[CH:5][C:6]([C:12]1[C:17]([C:18]([F:21])([F:20])[F:19])=[CH:16][N:15]=[C:14]([OH:22])[N:13]=1)=[N:7]2.[NH2:23][C:24]1[CH:29]=[CH:28][C:27]([C:30]([F:33])([F:32])[F:31])=[CH:26][N:25]=1.C([O-])([O-])=O.[Cs+].[Cs+].CC1(C)C2C(=C(P(C3C=CC=CC=3)C3C=CC=CC=3)C=CC=2)OC2C(P(C3C=CC=CC=3)C3C=CC=CC=3)=CC=CC1=2, predict the reaction product. The product is: [F:19][C:18]([F:21])([F:20])[C:17]1[C:12]([C:6]2[CH:5]=[CH:4][C:3]3[C:8](=[N:9][CH:10]=[CH:11][C:2]=3[NH:23][C:24]3[CH:29]=[CH:28][C:27]([C:30]([F:32])([F:31])[F:33])=[CH:26][N:25]=3)[N:7]=2)=[N:13][C:14]([OH:22])=[N:15][CH:16]=1.